Dataset: Retrosynthesis with 50K atom-mapped reactions and 10 reaction types from USPTO. Task: Predict the reactants needed to synthesize the given product. (1) Given the product COc1cc2[nH]c(C(=O)O)cc2cc1Br, predict the reactants needed to synthesize it. The reactants are: COC(=O)c1cc2cc(Br)c(OC)cc2[nH]1. (2) Given the product CC(C)(C)OC(=O)N1CCc2ccc(Oc3cnc(C(=O)O)cn3)cc2CC1, predict the reactants needed to synthesize it. The reactants are: COC(=O)c1cnc(Oc2ccc3c(c2)CCN(C(=O)OC(C)(C)C)CC3)cn1. (3) Given the product CN1CCN(CC#Cc2cc3nccc(Oc4ccc(NC(=O)c5cccn(-c6ccc(F)cc6)c5=O)cc4F)c3s2)CC1, predict the reactants needed to synthesize it. The reactants are: CN1CCN(CC#Cc2cc3nccc(Oc4ccc(N)cc4F)c3s2)CC1.O=C(O)c1cccn(-c2ccc(F)cc2)c1=O. (4) Given the product COc1cc(C#N)c(CN2C(=O)c3ccccc3C2=O)cc1OC, predict the reactants needed to synthesize it. The reactants are: COc1cc(Br)c(CN2C(=O)c3ccccc3C2=O)cc1OC.N#C[Cu].